Task: Binary Classification. Given a T-cell receptor sequence (or CDR3 region) and an epitope sequence, predict whether binding occurs between them.. Dataset: TCR-epitope binding with 47,182 pairs between 192 epitopes and 23,139 TCRs (1) The TCR CDR3 sequence is CASSYRDSPPDTQYF. Result: 0 (the TCR does not bind to the epitope). The epitope is IPSINVHHY. (2) The epitope is EILDITPCSF. The TCR CDR3 sequence is CASSYSGGDTEAFF. Result: 0 (the TCR does not bind to the epitope). (3) The epitope is KLSYGIATV. The TCR CDR3 sequence is CASSYGSEGGELFF. Result: 1 (the TCR binds to the epitope). (4) The epitope is ITEEVGHTDLMAAY. The TCR CDR3 sequence is CASSLVAGSIPNTGELFF. Result: 1 (the TCR binds to the epitope).